This data is from Forward reaction prediction with 1.9M reactions from USPTO patents (1976-2016). The task is: Predict the product of the given reaction. (1) The product is: [C:8]([C:6]1[C:5]([N+:10]([O-:12])=[O:11])=[CH:4][CH:3]=[C:2]([F:13])[N:7]=1)#[N:9]. Given the reactants Cl[C:2]1[N:7]=[C:6]([C:8]#[N:9])[C:5]([N+:10]([O-:12])=[O:11])=[CH:4][CH:3]=1.[F-:13].[K+].O, predict the reaction product. (2) Given the reactants [Si]([O:8][C:9]1[C:14]2[CH:15]=[C:16]([CH3:18])[O:17][C:13]=2[CH:12]=[CH:11][CH:10]=1)(C(C)(C)C)(C)C.CCCC[N+](CCCC)(CCCC)CCCC.[F-], predict the reaction product. The product is: [OH:8][C:9]1[C:14]2[CH:15]=[C:16]([CH3:18])[O:17][C:13]=2[CH:12]=[CH:11][CH:10]=1. (3) Given the reactants C[O:2][C:3](=[O:32])[CH2:4][C:5]1[C:14]2[C:9](=[CH:10][C:11]([O:17][CH3:18])=[C:12]([O:15][CH3:16])[CH:13]=2)[C:8]([C:19](=[O:31])[C:20]2[CH:25]=[CH:24][CH:23]=[C:22]([O:26][CH:27]([CH2:29][CH3:30])[CH3:28])[CH:21]=2)=[N:7][CH:6]=1.[OH-].[Na+], predict the reaction product. The product is: [CH:27]([O:26][C:22]1[CH:21]=[C:20]([CH:25]=[CH:24][CH:23]=1)[C:19]([C:8]1[C:9]2[C:14](=[CH:13][C:12]([O:15][CH3:16])=[C:11]([O:17][CH3:18])[CH:10]=2)[C:5]([CH2:4][C:3]([OH:32])=[O:2])=[CH:6][N:7]=1)=[O:31])([CH2:29][CH3:30])[CH3:28]. (4) Given the reactants [C:1]([C@@H:3]1[CH2:8][C@H:7]([N:9]([C:14]([C:16]2[N:20]([CH2:21][CH2:22][CH2:23][CH2:24][O:25][CH3:26])[C:19]3[CH:27]=[CH:28][CH:29]=[CH:30][C:18]=3[N:17]=2)=[O:15])[CH2:10][CH:11]([CH3:13])[CH3:12])[CH2:6][N:5]([C:31]([O:33][C:34]([CH3:37])([CH3:36])[CH3:35])=[O:32])[CH2:4]1)#[N:2].[N:38]([Si](C)(C)C)=[N+:39]=[N-:40].C([Sn](CCCC)=O)CCC, predict the reaction product. The product is: [CH3:26][O:25][CH2:24][CH2:23][CH2:22][CH2:21][N:20]1[C:19]2[CH:27]=[CH:28][CH:29]=[CH:30][C:18]=2[N:17]=[C:16]1[C:14]([N:9]([CH2:10][CH:11]([CH3:12])[CH3:13])[C@H:7]1[CH2:8][C@@H:3]([C:1]2[NH:40][N:39]=[N:38][N:2]=2)[CH2:4][N:5]([C:31]([O:33][C:34]([CH3:35])([CH3:37])[CH3:36])=[O:32])[CH2:6]1)=[O:15]. (5) Given the reactants [CH3:1][C:2]1[S:3][C:4]([C:10]2[CH:15]=[CH:14][CH:13]=[CH:12][CH:11]=2)=[C:5]([C:7]([OH:9])=O)[N:6]=1.C(Cl)(=O)C(Cl)=O.CN(C=O)C.[Cl:27][C:28]1[N:32]2[CH:33]=[C:34]([F:37])[CH:35]=[CH:36][C:31]2=[N:30][C:29]=1[CH2:38][C@@H:39]1[CH2:44][CH2:43][CH2:42][CH2:41][NH:40]1, predict the reaction product. The product is: [Cl:27][C:28]1[N:32]2[CH:33]=[C:34]([F:37])[CH:35]=[CH:36][C:31]2=[N:30][C:29]=1[CH2:38][C@@H:39]1[CH2:44][CH2:43][CH2:42][CH2:41][N:40]1[C:7]([C:5]1[N:6]=[C:2]([CH3:1])[S:3][C:4]=1[C:10]1[CH:15]=[CH:14][CH:13]=[CH:12][CH:11]=1)=[O:9]. (6) Given the reactants [CH2:1]([Mg]Br)[CH3:2].[CH2:5]([N:12]([C:19]1[CH:24]=[CH:23][CH:22]=[CH:21][CH:20]=1)[CH2:13][C:14]([O:16]CC)=O)[C:6]1[CH:11]=[CH:10][CH:9]=[CH:8][CH:7]=1.[Cl-].[NH4+], predict the reaction product. The product is: [CH2:5]([N:12]([CH2:13][C:14]1([OH:16])[CH2:2][CH2:1]1)[C:19]1[CH:20]=[CH:21][CH:22]=[CH:23][CH:24]=1)[C:6]1[CH:7]=[CH:8][CH:9]=[CH:10][CH:11]=1. (7) Given the reactants [CH2:1]([NH:4][C:5]([NH:7][CH2:8][CH2:9][CH3:10])=[O:6])[CH2:2][CH3:3].C(O[C:15](=[O:17])[CH3:16])(=O)C.N1C=CC=[CH:20][CH:19]=1, predict the reaction product. The product is: [CH3:19][C:20]1[N:7]([CH2:8][CH2:9][CH3:10])[C:5](=[O:6])[N:4]([CH2:1][CH2:2][CH3:3])[C:15](=[O:17])[CH:16]=1.